From a dataset of Retrosynthesis with 50K atom-mapped reactions and 10 reaction types from USPTO. Predict the reactants needed to synthesize the given product. (1) The reactants are: Cc1nsc(-c2ccc(Cl)nn2)n1.c1ccc2c(c1)CC1(CCNCC1)O2. Given the product Cc1nsc(-c2ccc(N3CCC4(CC3)Cc3ccccc3O4)nn2)n1, predict the reactants needed to synthesize it. (2) Given the product O=C1COC(=O)N1c1cc(Cl)cc(Cl)c1, predict the reactants needed to synthesize it. The reactants are: O=C([O-])COC(=O)Nc1cc(Cl)cc(Cl)c1.